The task is: Predict the reactants needed to synthesize the given product.. This data is from Full USPTO retrosynthesis dataset with 1.9M reactions from patents (1976-2016). (1) Given the product [C:1]([O:5][C:6](=[O:19])[NH:7][CH:8]1[CH2:17][C:16]2[C:11](=[CH:12][CH:13]=[C:14]([C:20]#[N:21])[CH:15]=2)[NH:10][CH2:9]1)([CH3:4])([CH3:3])[CH3:2], predict the reactants needed to synthesize it. The reactants are: [C:1]([O:5][C:6](=[O:19])[NH:7][CH:8]1[CH2:17][C:16]2[C:11](=[CH:12][CH:13]=[C:14](Br)[CH:15]=2)[NH:10][CH2:9]1)([CH3:4])([CH3:3])[CH3:2].[CH3:20][N:21](C=O)C. (2) Given the product [O:36]1[CH:37]=[CH:38][CH:39]=[C:35]1[CH2:34][N:33]1[C:31](=[O:32])[C:30]2[C:29](=[CH:43][CH:42]=[CH:41][CH:40]=2)[NH:28][CH2:2]1, predict the reactants needed to synthesize it. The reactants are: Cl[CH2:2]C1C=C(C=CC=1OC)C=O.CC1C=CC=C(C)C=1O.C([O-])([O-])=O.[K+].[K+].[NH2:28][C:29]1[CH:43]=[CH:42][CH:41]=[CH:40][C:30]=1[C:31]([NH:33][CH2:34][C:35]1[O:36][CH:37]=[CH:38][CH:39]=1)=[O:32].FC(F)(F)S([O-])(=O)=O.[Yb+3].FC(F)(F)S([O-])(=O)=O.FC(F)(F)S([O-])(=O)=O. (3) Given the product [C:1]([NH:25][CH2:26][CH2:27][NH:28][C:29](=[O:35])[O:30][C:31]([CH3:33])([CH3:32])[CH3:34])(=[O:24])[CH2:2][CH2:3]/[CH:4]=[CH:5]\[CH2:6]/[CH:7]=[CH:8]\[CH2:9]/[CH:10]=[CH:11]\[CH2:12]/[CH:13]=[CH:14]\[CH2:15]/[CH:16]=[CH:17]\[CH2:18]/[CH:19]=[CH:20]\[CH2:21][CH3:22], predict the reactants needed to synthesize it. The reactants are: [C:1]([OH:24])(=O)[CH2:2][CH2:3]/[CH:4]=[CH:5]\[CH2:6]/[CH:7]=[CH:8]\[CH2:9]/[CH:10]=[CH:11]\[CH2:12]/[CH:13]=[CH:14]\[CH2:15]/[CH:16]=[CH:17]\[CH2:18]/[CH:19]=[CH:20]\[CH2:21][CH3:22].[NH2:25][CH2:26][CH2:27][NH:28][C:29](=[O:35])[O:30][C:31]([CH3:34])([CH3:33])[CH3:32].CCN=C=NCCCN(C)C.